Dataset: Full USPTO retrosynthesis dataset with 1.9M reactions from patents (1976-2016). Task: Predict the reactants needed to synthesize the given product. (1) Given the product [CH:21]1([C:19]([N:16]2[CH2:17][CH2:18][C@@H:14]([CH2:13][C:12]3[N:8]([C:5]4[CH:6]=[CH:7][C:2]([C:34]5[CH:33]=[CH:32][C:31]6[C:36](=[C:27]([F:26])[CH:28]=[CH:29][CH:30]=6)[CH:35]=5)=[CH:3][C:4]=4[F:25])[C:9](=[O:24])[NH:10][N:11]=3)[CH2:15]2)=[O:20])[CH2:23][CH2:22]1, predict the reactants needed to synthesize it. The reactants are: Br[C:2]1[CH:7]=[CH:6][C:5]([N:8]2[C:12]([CH2:13][C@@H:14]3[CH2:18][CH2:17][N:16]([C:19]([CH:21]4[CH2:23][CH2:22]4)=[O:20])[CH2:15]3)=[N:11][NH:10][C:9]2=[O:24])=[C:4]([F:25])[CH:3]=1.[F:26][C:27]1[CH:28]=[CH:29][CH:30]=[C:31]2[C:36]=1[CH:35]=[C:34](B1OC(C)(C)C(C)(C)O1)[CH:33]=[CH:32]2.C(=O)([O-])[O-].[K+].[K+]. (2) Given the product [P:1]([OH:3])([OH:43])([O:11][C:12]([CH3:42])([CH3:41])[CH2:13][N:14]([C:21](=[O:40])[CH2:22][N:23]1[C:32]2[C:27](=[CH:28][CH:29]=[C:30]([O:33][CH3:34])[CH:31]=2)[N:26]=[C:25]([C:35]([CH3:37])([CH3:36])[CH3:38])[C:24]1=[O:39])[CH2:15][CH2:16][C:17]([CH3:20])([CH3:19])[CH3:18])=[O:2], predict the reactants needed to synthesize it. The reactants are: [P:1]([OH:43])([O:11][C:12]([CH3:42])([CH3:41])[CH2:13][N:14]([C:21](=[O:40])[CH2:22][N:23]1[C:32]2[C:27](=[CH:28][CH:29]=[C:30]([O:33][CH3:34])[CH:31]=2)[N:26]=[C:25]([C:35]([CH3:38])([CH3:37])[CH3:36])[C:24]1=[O:39])[CH2:15][CH2:16][C:17]([CH3:20])([CH3:19])[CH3:18])([O:3]CC1C=CC=CC=1)=[O:2].[H][H].